Dataset: Reaction yield outcomes from USPTO patents with 853,638 reactions. Task: Predict the reaction yield, written as a fraction of the theoretical maximum amount of product (1.0 means a 100% yield; for example, 0.34 means a 34% yield). (1) The reactants are [Cl:1][C:2]1[N:7]=[CH:6][C:5]([S:8](Cl)(=[O:10])=[O:9])=[CH:4][CH:3]=1.[NH:12]1[CH2:16][CH2:15][CH2:14][CH2:13]1. The catalyst is C(Cl)Cl. The product is [Cl:1][C:2]1[CH:3]=[CH:4][C:5]([S:8]([N:12]2[CH2:16][CH2:15][CH2:14][CH2:13]2)(=[O:10])=[O:9])=[CH:6][N:7]=1. The yield is 0.950. (2) The reactants are [OH:1][C:2]1[CH:3]=[C:4]([OH:8])[CH:5]=[CH:6][CH:7]=1.I[CH:10]([CH3:12])[CH3:11].[OH-].[K+].[OH-].[Na+]. The catalyst is C(O)C.O. The product is [CH:10]([O:1][C:2]1[CH:3]=[C:4]([OH:8])[CH:5]=[CH:6][CH:7]=1)([CH3:12])[CH3:11]. The yield is 0.430.